Dataset: Buchwald-Hartwig C-N cross coupling reaction yields with 55,370 reactions. Task: Predict the reaction yield, written as a fraction of the theoretical maximum amount of product (1.0 means a 100% yield; for example, 0.34 means a 34% yield). The reactants are Clc1ccccn1.Cc1ccc(N)cc1.O=S(=O)(O[Pd]1c2ccccc2-c2ccccc2N~1)C(F)(F)F.COc1ccc(OC)c(P([C@]23C[C@H]4C[C@H](C[C@H](C4)C2)C3)[C@]23C[C@H]4C[C@H](C[C@H](C4)C2)C3)c1-c1c(C(C)C)cc(C(C)C)cc1C(C)C.CN1CCCN2CCCN=C12.Cc1cc(-c2ccccc2)on1. No catalyst specified. The product is Cc1ccc(Nc2ccccn2)cc1. The yield is 0.730.